Dataset: Reaction yield outcomes from USPTO patents with 853,638 reactions. Task: Predict the reaction yield, written as a fraction of the theoretical maximum amount of product (1.0 means a 100% yield; for example, 0.34 means a 34% yield). (1) The reactants are [CH2:1]([N:3]([CH2:39][CH3:40])[C:4]([C:6]1[CH:11]=[CH:10][C:9]([CH:12]([C:31]2[CH:36]=[CH:35][CH:34]=[C:33]([O:37]C)[CH:32]=2)[CH2:13][CH2:14][N:15]2[CH2:20][CH2:19][CH:18]([N:21]3[C:25]4[CH:26]=[CH:27][CH:28]=[CH:29][C:24]=4[NH:23][C:22]3=[O:30])[CH2:17][CH2:16]2)=[CH:8][CH:7]=1)=[O:5])[CH3:2].B(Br)(Br)Br.CO.N.[Cl:48]CCl. No catalyst specified. The product is [ClH:48].[CH2:39]([N:3]([CH2:1][CH3:2])[C:4]([C:6]1[CH:7]=[CH:8][C:9]([CH:12]([C:31]2[CH:36]=[CH:35][CH:34]=[C:33]([OH:37])[CH:32]=2)[CH2:13][CH2:14][N:15]2[CH2:20][CH2:19][CH:18]([N:21]3[C:25]4[CH:26]=[CH:27][CH:28]=[CH:29][C:24]=4[NH:23][C:22]3=[O:30])[CH2:17][CH2:16]2)=[CH:10][CH:11]=1)=[O:5])[CH3:40]. The yield is 0.850. (2) The reactants are Cl[C:2]1[CH:10]=[CH:9][CH:8]=[C:7]2[C:3]=1[C:4]([NH2:11])=[N:5][NH:6]2.[CH3:12][O:13][C:14]1[CH:19]=[CH:18][C:17](B(O)O)=[CH:16][CH:15]=1.P([O-])([O-])([O-])=O.[K+].[K+].[K+]. The catalyst is C(O)C.O.C1(C)C=CC=CC=1. The product is [CH3:12][O:13][C:14]1[CH:19]=[CH:18][C:17]([C:2]2[CH:10]=[CH:9][CH:8]=[C:7]3[C:3]=2[C:4]([NH2:11])=[N:5][NH:6]3)=[CH:16][CH:15]=1. The yield is 0.400.